Dataset: Full USPTO retrosynthesis dataset with 1.9M reactions from patents (1976-2016). Task: Predict the reactants needed to synthesize the given product. Given the product [Br:1][CH2:2][CH2:3][O:4][C:30]1[CH:29]=[CH:28][C:27]([CH2:26][C@H:25]([NH:24][C:38]([O:40][C:41]([CH3:44])([CH3:43])[CH3:42])=[O:39])[C:34]([O:36][CH3:37])=[O:35])=[CH:32][CH:31]=1, predict the reactants needed to synthesize it. The reactants are: [Br:1][CH2:2][CH2:3][OH:4].C1C=CC(P(C2C=CC=CC=2)C2C=CC=CC=2)=CC=1.[NH:24]([C:38]([O:40][C:41]([CH3:44])([CH3:43])[CH3:42])=[O:39])[C@H:25]([C:34]([O:36][CH3:37])=[O:35])[CH2:26][C:27]1[CH:32]=[CH:31][C:30](O)=[CH:29][CH:28]=1.CCOC(/N=N/C(OCC)=O)=O.